This data is from NCI-60 drug combinations with 297,098 pairs across 59 cell lines. The task is: Regression. Given two drug SMILES strings and cell line genomic features, predict the synergy score measuring deviation from expected non-interaction effect. Drug 1: C1CCC(CC1)NC(=O)N(CCCl)N=O. Drug 2: C1=NC2=C(N=C(N=C2N1C3C(C(C(O3)CO)O)O)F)N. Cell line: M14. Synergy scores: CSS=5.20, Synergy_ZIP=-3.06, Synergy_Bliss=-3.48, Synergy_Loewe=-4.61, Synergy_HSA=-3.62.